From a dataset of Forward reaction prediction with 1.9M reactions from USPTO patents (1976-2016). Predict the product of the given reaction. The product is: [CH3:1][C:2]1[CH2:10][C:9]2[C:4]([C:3]=1[CH2:16][C:15]([O:14][CH3:13])=[O:18])=[CH:5][CH:6]=[C:7]([CH3:11])[CH:8]=2. Given the reactants [CH3:1][CH:2]1[CH2:10][C:9]2[C:4](=[CH:5][CH:6]=[C:7]([CH3:11])[CH:8]=2)[C:3]1=O.[CH3:13][O:14][C:15](=[O:18])[CH2:16]Br, predict the reaction product.